Dataset: Catalyst prediction with 721,799 reactions and 888 catalyst types from USPTO. Task: Predict which catalyst facilitates the given reaction. (1) Reactant: [Cl:1][C:2]1[CH:13]=[CH:12][C:5]2[N:6]([CH3:11])[C:7]([CH2:9][OH:10])=[N:8][C:4]=2[CH:3]=1.CC(OI1(OC(C)=O)(OC(C)=O)OC(=O)C2C=CC=CC1=2)=O. Product: [Cl:1][C:2]1[CH:13]=[CH:12][C:5]2[N:6]([CH3:11])[C:7]([CH:9]=[O:10])=[N:8][C:4]=2[CH:3]=1. The catalyst class is: 2. (2) Reactant: Cl.[CH2:2]([O:9][C:10]([NH:12][CH2:13][C:14]1([C:19]([OH:21])=[O:20])[CH2:18][CH2:17][NH:16][CH2:15]1)=[O:11])[C:3]1[CH:8]=[CH:7][CH:6]=[CH:5][CH:4]=1.[C:22](O[C:22]([O:24][C:25]([CH3:28])([CH3:27])[CH3:26])=[O:23])([O:24][C:25]([CH3:28])([CH3:27])[CH3:26])=[O:23].[OH-].[Na+]. Product: [C:25]([O:24][C:22]([N:16]1[CH2:17][CH2:18][C:14]([CH2:13][NH:12][C:10]([O:9][CH2:2][C:3]2[CH:4]=[CH:5][CH:6]=[CH:7][CH:8]=2)=[O:11])([C:19]([OH:21])=[O:20])[CH2:15]1)=[O:23])([CH3:28])([CH3:27])[CH3:26]. The catalyst class is: 218. (3) Product: [C:15]([O:19][C:20](=[O:27])[NH:21][CH:22]1[CH2:25][CH:24]([N:32]2[CH2:33][CH2:34][N:29]([CH3:28])[C:30](=[O:35])[CH2:31]2)[CH2:23]1)([CH3:18])([CH3:17])[CH3:16]. Reactant: C(O[BH-](OC(=O)C)OC(=O)C)(=O)C.[Na+].[C:15]([O:19][C:20](=[O:27])[NH:21][CH:22]1[CH2:25][C:24](=O)[CH2:23]1)([CH3:18])([CH3:17])[CH3:16].[CH3:28][N:29]1[CH2:34][CH2:33][NH:32][CH2:31][C:30]1=[O:35]. The catalyst class is: 2. (4) Reactant: Cl.[OH:2][CH:3]1[CH2:8][CH2:7][CH:6]([O:9][C:10]2[CH:15]=[CH:14][C:13]([C:16]3[CH:21]=[CH:20][N:19]([CH2:22][CH2:23][C@@:24]([CH3:39])([S:35]([CH3:38])(=[O:37])=[O:36])[C:25]([NH:27][O:28]C4CCCCO4)=[O:26])[C:18](=[O:40])[CH:17]=3)=[CH:12][CH:11]=2)[CH2:5][CH2:4]1. Product: [OH:28][NH:27][C:25](=[O:26])[C@:24]([CH3:39])([S:35]([CH3:38])(=[O:37])=[O:36])[CH2:23][CH2:22][N:19]1[CH:20]=[CH:21][C:16]([C:13]2[CH:12]=[CH:11][C:10]([O:9][CH:6]3[CH2:5][CH2:4][CH:3]([OH:2])[CH2:8][CH2:7]3)=[CH:15][CH:14]=2)=[CH:17][C:18]1=[O:40]. The catalyst class is: 12.